The task is: Predict the reactants needed to synthesize the given product.. This data is from Full USPTO retrosynthesis dataset with 1.9M reactions from patents (1976-2016). (1) Given the product [F:44][C:2]([F:1])([F:43])[O:3][C:4]1[CH:5]=[C:6]([C@@H:10]([NH:12][C:13]([C:15]2[C:23]3[C:18](=[N:19][CH:20]=[C:21]([C:24]4[C:32]5[C:27](=[CH:28][C:29]([F:33])=[CH:30][CH:31]=5)[N:26]([CH3:34])[N:25]=4)[N:22]=3)[NH:17][CH:16]=2)=[O:14])[CH3:11])[CH:7]=[CH:8][CH:9]=1, predict the reactants needed to synthesize it. The reactants are: [F:1][C:2]([F:44])([F:43])[O:3][C:4]1[CH:5]=[C:6]([C@@H:10]([NH:12][C:13]([C:15]2[C:23]3[C:18](=[N:19][CH:20]=[C:21]([C:24]4[C:32]5[C:27](=[CH:28][C:29]([F:33])=[CH:30][CH:31]=5)[N:26]([CH3:34])[N:25]=4)[N:22]=3)[N:17](COCC[Si](C)(C)C)[CH:16]=2)=[O:14])[CH3:11])[CH:7]=[CH:8][CH:9]=1.FC(F)(F)C(O)=O.C(N)CN. (2) Given the product [Br:8][C:5]1[CH:6]=[CH:7][C:2]([NH:1][CH2:14][C:13]2[CH:16]=[CH:17][C:10]([Cl:9])=[CH:11][CH:12]=2)=[N:3][CH:4]=1, predict the reactants needed to synthesize it. The reactants are: [NH2:1][C:2]1[CH:7]=[CH:6][C:5]([Br:8])=[CH:4][N:3]=1.[Cl:9][C:10]1[CH:17]=[CH:16][C:13]([CH:14]=O)=[CH:12][CH:11]=1.FC(F)(F)C(O)=O.C([SiH](CC)CC)C. (3) Given the product [CH:16]12[O:23][CH:20]([CH2:21][CH2:22]1)[CH2:19][N:18]([C:24]1[CH:25]=[CH:26][C:27]([NH:30][C:31]3[N:36]=[CH:35][N:34]=[C:33]([C:37]4[CH:57]=[CH:56][C:40]([O:41][C@H:42]5[CH2:47][CH2:46][N:45]([C:48]([O:50][C:51]([CH3:54])([CH3:52])[CH3:53])=[O:49])[CH2:44][C@H:43]5[F:55])=[C:39]([C:58]#[N:59])[CH:38]=4)[N:32]=3)=[CH:28][CH:29]=1)[CH2:17]2, predict the reactants needed to synthesize it. The reactants are: C(OC(N1CCC(O)C(F)C1)=O)(C)(C)C.[CH:16]12[O:23][CH:20]([CH2:21][CH2:22]1)[CH2:19][N:18]([C:24]1[CH:29]=[CH:28][C:27]([NH:30][C:31]3[N:36]=[CH:35][N:34]=[C:33]([C:37]4[CH:57]=[CH:56][C:40]([O:41][C@H:42]5[CH2:47][CH2:46][N:45]([C:48]([O:50][C:51]([CH3:54])([CH3:53])[CH3:52])=[O:49])[CH2:44][C@H:43]5[F:55])=[C:39]([C:58]#[N:59])[CH:38]=4)[N:32]=3)=[CH:26][CH:25]=1)[CH2:17]2.[H-].[Na+].C12OC(CC1)CN(C1C=CC(NC3N=CN=C(C4C=CC(F)=C(C=4)C#N)N=3)=CC=1)C2. (4) Given the product [NH2:1][C:2]1[S:3][C:20]([C:11]2[CH:12]=[C:13]([C:16]([CH3:17])([CH3:19])[CH3:18])[C:14]([OH:15])=[C:9]([C:5]([CH3:8])([CH3:7])[CH3:6])[CH:10]=2)=[CH:21][N:4]=1, predict the reactants needed to synthesize it. The reactants are: [NH2:1][C:2]([NH2:4])=[S:3].[C:5]([C:9]1[CH:10]=[C:11]([C:20](=O)[CH2:21]Br)[CH:12]=[C:13]([C:16]([CH3:19])([CH3:18])[CH3:17])[C:14]=1[OH:15])([CH3:8])([CH3:7])[CH3:6]. (5) Given the product [F:30][C:28]1[CH:27]=[CH:26][C:25]2[C:21]([CH2:20][CH2:19][CH2:18][N:15]3[CH2:14][CH2:13][C@@H:12]4[N:8]5[C:9]6[C:4](=[CH:3][CH:2]=[CH:1][C:10]=6[C@@H:11]4[CH2:16]3)[CH2:5][CH2:6][CH2:7]5)=[N:22][O:23][C:24]=2[CH:29]=1, predict the reactants needed to synthesize it. The reactants are: [CH:1]1[C:10]2[C@@H:11]3[CH2:16][NH:15][CH2:14][CH2:13][C@@H:12]3[N:8]3[C:9]=2[C:4]([CH2:5][CH2:6][CH2:7]3)=[CH:3][CH:2]=1.Cl[CH2:18][CH2:19][CH2:20][C:21]1[C:25]2[CH:26]=[CH:27][C:28]([F:30])=[CH:29][C:24]=2[O:23][N:22]=1.C([O-])([O-])=O.[K+].[K+]. (6) Given the product [C:1]([CH2:4][C:5]1([C:24]([OH:26])=[O:25])[O:9][N:8]=[C:7]([C:10]2[CH:15]=[CH:14][C:13]([O:16][CH3:17])=[C:12]([O:18][CH:19]3[CH2:20][C:21]4[C:22](=[CH:1][CH:4]=[CH:5][CH:6]=4)[CH2:23]3)[CH:11]=2)[CH2:6]1)([OH:3])=[O:2], predict the reactants needed to synthesize it. The reactants are: [C:1]([CH2:4][C:5]1([C:24]([OH:26])=[O:25])[O:9][N:8]=[C:7]([C:10]2[CH:15]=[CH:14][C:13]([O:16][CH3:17])=[C:12]([O:18][CH:19]3[CH2:23][CH2:22][CH2:21][CH2:20]3)[CH:11]=2)[CH2:6]1)([OH:3])=[O:2]. (7) Given the product [Cl:1][C:2]1[CH:7]=[C:6]([Cl:8])[CH:5]=[CH:4][C:3]=1/[CH:9]=[CH:10]\[CH:14]([S:15][CH:14](/[CH:10]=[CH:9]\[C:3]1[CH:4]=[CH:5][C:6]([Cl:8])=[CH:7][C:2]=1[Cl:1])[C:13]1[CH:16]=[CH:17][C:18]([CH3:20])=[CH:19][C:12]=1[Cl:11])[C:13]1[CH:16]=[CH:17][C:18]([CH3:20])=[CH:19][C:12]=1[Cl:11], predict the reactants needed to synthesize it. The reactants are: [Cl:1][C:2]1[CH:7]=[C:6]([Cl:8])[CH:5]=[CH:4][C:3]=1[C:9]#[CH:10].[Cl:11][C:12]1[CH:19]=[C:18]([CH3:20])[CH:17]=[CH:16][C:13]=1[CH2:14][SH:15].[Na].